From a dataset of Full USPTO retrosynthesis dataset with 1.9M reactions from patents (1976-2016). Predict the reactants needed to synthesize the given product. (1) Given the product [C:30]([S:32][CH:6]1[CH2:7][N:8]([C:10]2[S:11][CH:12]=[C:13]([CH2:15][NH:16][C:17]([O:19][CH2:20][C:21]3[CH:26]=[CH:25][C:24]([N+:27]([O-:29])=[O:28])=[CH:23][CH:22]=3)=[O:18])[N:14]=2)[CH2:9]1)(=[O:33])[CH3:31], predict the reactants needed to synthesize it. The reactants are: CS(O[CH:6]1[CH2:9][N:8]([C:10]2[S:11][CH:12]=[C:13]([CH2:15][NH:16][C:17]([O:19][CH2:20][C:21]3[CH:26]=[CH:25][C:24]([N+:27]([O-:29])=[O:28])=[CH:23][CH:22]=3)=[O:18])[N:14]=2)[CH2:7]1)(=O)=O.[C:30]([O-:33])(=[S:32])[CH3:31].[K+]. (2) Given the product [CH2:19]1[C:20]2[C:16](=[CH:15][C:14]([NH:1][C:2]3[NH:7][C:6](=[O:8])[N:5]([CH2:9][CH2:10][SH:11])[C:4](=[O:12])[CH:3]=3)=[CH:22][CH:21]=2)[CH2:17][CH2:18]1, predict the reactants needed to synthesize it. The reactants are: [NH2:1][C:2]1[NH:7][C:6](=[O:8])[N:5]([CH2:9][CH2:10][SH:11])[C:4](=[O:12])[CH:3]=1.N[C:14]1[CH:15]=[C:16]2[C:20](=[CH:21][CH:22]=1)[CH2:19][CH2:18][CH2:17]2.Cl.NC1C=C2C(=CC=1)CCC2. (3) Given the product [CH:20]1([NH:23][C:24]([C:25]2[CH:30]=[C:29]([C:2]3[CH:7]=[CH:6][C:5]([C:8]4[O:12][C:11]([CH2:13][N:14]5[CH2:19][CH2:18][O:17][CH2:16][CH2:15]5)=[N:10][N:9]=4)=[CH:4][CH:3]=3)[C:28]([CH3:31])=[CH:27][CH:26]=2)=[O:41])[CH2:21][CH2:22]1, predict the reactants needed to synthesize it. The reactants are: I[C:2]1[CH:7]=[CH:6][C:5]([C:8]2[O:12][C:11]([CH2:13][N:14]3[CH2:19][CH2:18][O:17][CH2:16][CH2:15]3)=[N:10][N:9]=2)=[CH:4][CH:3]=1.[CH:20]1([NH:23][C:24](=[O:41])[C:25]2[CH:30]=[CH:29][C:28]([CH3:31])=[C:27](B3OC(C)(C)C(C)(C)O3)[CH:26]=2)[CH2:22][CH2:21]1. (4) Given the product [CH:9]1([N:6]2[C:7](=[O:8])[CH:2]=[CH:3][C:4]([C:14]([O:16][CH3:17])=[O:15])=[CH:5]2)[CH2:10][CH2:11][CH2:12][CH2:13]1, predict the reactants needed to synthesize it. The reactants are: Br[C:2]1[C:7](=[O:8])[N:6]([CH:9]2[CH2:13][CH2:12][CH2:11][CH2:10]2)[CH:5]=[C:4]([C:14]([O:16][CH3:17])=[O:15])[CH:3]=1.